This data is from Forward reaction prediction with 1.9M reactions from USPTO patents (1976-2016). The task is: Predict the product of the given reaction. (1) The product is: [C:18]([C:14]1[S:13][C:17]([CH:22]=[O:23])=[CH:16][CH:15]=1)#[N:19]. Given the reactants C([N-]C(C)C)(C)C.C([Li])CCC.[S:13]1[CH:17]=[CH:16][CH:15]=[C:14]1[C:18]#[N:19].C(O)(=O)C[C:22](CC(O)=O)(C(O)=O)[OH:23], predict the reaction product. (2) The product is: [CH:49]([N:21]1[CH2:26][CH2:25][N:24]([C:27]2[CH:32]=[CH:31][C:30]([C:2]3[N:11]=[C:10]([NH:12][C@@H:13]4[CH2:17][CH2:16][O:15][CH2:14]4)[C:9]4[C:8](=[O:18])[N:7]([CH3:19])[CH:6]=[N:5][C:4]=4[CH:3]=3)=[CH:29][CH:28]=2)[CH2:23][CH2:22]1)([CH3:50])[CH3:48]. Given the reactants Cl[C:2]1[N:11]=[C:10]([NH:12][C@@H:13]2[CH2:17][CH2:16][O:15][CH2:14]2)[C:9]2[C:8](=[O:18])[N:7]([CH3:19])[CH:6]=[N:5][C:4]=2[CH:3]=1.C[N:21]1[CH2:26][CH2:25][N:24]([C:27]2[CH:32]=[CH:31][C:30](B3OC(C)(C)C(C)(C)O3)=[CH:29][CH:28]=2)[CH2:23][CH2:22]1.C([O-])([O-])=O.[K+].[K+].[CH3:48][CH:49](O)[CH3:50], predict the reaction product. (3) Given the reactants C(=O)([O-])[O-].[Cs+].[Cs+].[CH2:7]([O:9][C:10]([C:12]1[C:21](=[O:22])[C:20]2[C:15](=[C:16](F)[CH:17]=[C:18]([I:23])[CH:19]=2)[N:14]([N:25]([CH2:27][CH:28]([C:36]([O:38][C:39]([CH3:42])([CH3:41])[CH3:40])=[O:37])[C:29]([O:31][C:32]([CH3:35])([CH3:34])[CH3:33])=[O:30])[CH3:26])[CH:13]=1)=[O:11])[CH3:8], predict the reaction product. The product is: [I:23][C:18]1[CH:17]=[C:16]2[C:15]3=[C:20]([C:21](=[O:22])[C:12]([C:10]([O:9][CH2:7][CH3:8])=[O:11])=[CH:13][N:14]3[N:25]([CH3:26])[CH2:27][C:28]2([C:36]([O:38][C:39]([CH3:42])([CH3:41])[CH3:40])=[O:37])[C:29]([O:31][C:32]([CH3:35])([CH3:34])[CH3:33])=[O:30])[CH:19]=1. (4) The product is: [CH3:16][C:15]1[C:8]([N:18]2[N:19]=[CH:20][CH:21]=[N:17]2)=[C:9]([CH:12]=[CH:13][CH:14]=1)[C:10]#[N:11]. Given the reactants C([O-])([O-])=O.[K+].[K+].F[C:8]1[C:15]([CH3:16])=[CH:14][CH:13]=[CH:12][C:9]=1[C:10]#[N:11].[NH:17]1[CH:21]=[CH:20][N:19]=[N:18]1.O, predict the reaction product. (5) Given the reactants [C:1]([C:3]([C:6]1[CH:7]=[C:8]([CH:13]=[CH:14][CH:15]=1)[C:9]([O:11]C)=[O:10])([CH3:5])[CH3:4])#[N:2].O.[OH-].[Li+].CO.O, predict the reaction product. The product is: [C:1]([C:3]([C:6]1[CH:7]=[C:8]([CH:13]=[CH:14][CH:15]=1)[C:9]([OH:11])=[O:10])([CH3:5])[CH3:4])#[N:2]. (6) Given the reactants [C:10](P([C:10]([CH3:13])([CH3:12])[CH3:11])[C:10]([CH3:13])([CH3:12])[CH3:11])([CH3:13])([CH3:12])[CH3:11].[N:14]1[CH:19]=[CH:18][CH:17]=[C:16]([NH:20][C:21]2[CH:41]=[CH:40][C:24]3[O:25][C:26]4[CH:32]=[C:31]([NH:33][C:34]5[CH:35]=[N:36][CH:37]=[CH:38][CH:39]=5)[CH:30]=[CH:29][C:27]=4[O:28][C:23]=3[CH:22]=2)[CH:15]=1.Br[C:43]1[CH:44]=[C:45]([C:49]2[CH:54]=[CH:53][CH:52]=[CH:51][CH:50]=2)[CH:46]=[CH:47][CH:48]=1.[CH3:55][C:56](C)([O-])[CH3:57].[Na+].C1(C)[C:62]([CH3:67])=[CH:63][CH:64]=[CH:65]C=1, predict the reaction product. The product is: [C:13]1([C:10]2[CH:11]=[CH:57][CH:56]=[CH:55][CH:12]=2)[CH:65]=[CH:64][CH:63]=[C:62]([N:20]([C:21]2[CH:41]=[CH:40][C:24]3[O:25][C:26]4[CH:32]=[C:31]([N:33]([C:34]5[CH:35]=[N:36][CH:37]=[CH:38][CH:39]=5)[C:43]5[CH:44]=[C:45]([C:49]6[CH:54]=[CH:53][CH:52]=[CH:51][CH:50]=6)[CH:46]=[CH:47][CH:48]=5)[CH:30]=[CH:29][C:27]=4[O:28][C:23]=3[CH:22]=2)[C:16]2[CH:15]=[N:14][CH:19]=[CH:18][CH:17]=2)[CH:67]=1.